Dataset: Catalyst prediction with 721,799 reactions and 888 catalyst types from USPTO. Task: Predict which catalyst facilitates the given reaction. (1) Reactant: [CH3:1][C:2]1[N:37]=[C:5]2[N:6]([CH2:33][C:34](=O)[CH3:35])[C:7](=[O:32])[C:8]([CH2:13][C:14]3[CH:19]=[CH:18][C:17]([C:20]4[CH:25]=[CH:24][CH:23]=[CH:22][C:21]=4[C:26]4[NH:30][C:29](=[O:31])[O:28][N:27]=4)=[CH:16][CH:15]=3)=[C:9]([CH2:10][CH2:11][CH3:12])[N:4]2[N:3]=1.Cl.[NH2:39][O:40][CH:41]([CH3:43])[CH3:42].N1C=CC=CC=1.Cl. Product: [CH3:1][C:2]1[N:37]=[C:5]2[N:6]([CH2:33]/[C:34](=[N:39]\[O:40][CH:41]([CH3:43])[CH3:42])/[CH3:35])[C:7](=[O:32])[C:8]([CH2:13][C:14]3[CH:15]=[CH:16][C:17]([C:20]4[CH:25]=[CH:24][CH:23]=[CH:22][C:21]=4[C:26]4[NH:30][C:29](=[O:31])[O:28][N:27]=4)=[CH:18][CH:19]=3)=[C:9]([CH2:10][CH2:11][CH3:12])[N:4]2[N:3]=1. The catalyst class is: 69. (2) Reactant: [C:1]1([S:7]([O:10][CH2:11][C:12]([N:14]2[CH2:18][C:17]([F:20])([F:19])[CH2:16][C@H:15]2[C:21]([NH2:23])=O)=[O:13])(=[O:9])=[O:8])[CH:6]=[CH:5][CH:4]=[CH:3][CH:2]=1.C(N(CC)CC)C.FC(F)(F)C(OC(=O)C(F)(F)F)=O.O. Product: [C:1]1([S:7]([O:10][CH2:11][C:12]([N:14]2[CH2:18][C:17]([F:20])([F:19])[CH2:16][C@H:15]2[C:21]#[N:23])=[O:13])(=[O:9])=[O:8])[CH:6]=[CH:5][CH:4]=[CH:3][CH:2]=1. The catalyst class is: 115. (3) Reactant: [CH3:1][O:2][C:3](=[O:23])[CH:4]=[CH:5][C:6]1[C:14]2[O:13][C:12]([C:15]3[CH:20]=[CH:19][C:18]([OH:21])=[CH:17][CH:16]=3)=[CH:11][C:10]=2[CH:9]=[C:8]([OH:22])[CH:7]=1. Product: [CH3:1][O:2][C:3](=[O:23])[CH2:4][CH2:5][C:6]1[C:14]2[O:13][C:12]([C:15]3[CH:20]=[CH:19][C:18]([OH:21])=[CH:17][CH:16]=3)=[CH:11][C:10]=2[CH:9]=[C:8]([OH:22])[CH:7]=1. The catalyst class is: 19. (4) Reactant: CS(C)=O.C(Cl)(=O)C(Cl)=O.O[CH2:12][CH2:13][CH2:14][CH2:15][CH2:16][CH2:17][CH2:18][CH2:19][CH2:20][C:21]([OH:23])=[O:22].Cl.[NH2:25][OH:26].[OH-].[Na+]. Product: [OH:26]/[N:25]=[C:20](\[CH2:19][CH2:18][CH2:17][CH2:16][CH2:15][CH2:14][CH2:13][CH3:12])/[C:21]([OH:23])=[O:22]. The catalyst class is: 4. (5) Reactant: C([N-]C(C)C)(C)C.[Li+].[C:9]([O:13][C:14]([N:16]1[CH2:21][CH2:20][CH2:19][C:18](=[O:22])[CH2:17]1)=[O:15])([CH3:12])([CH3:11])[CH3:10].C1C=CC(N([S:37]([C:40]([F:43])([F:42])[F:41])(=[O:39])=[O:38])[S:30]([C:33]([F:36])([F:35])[F:34])(=[O:32])=[O:31])=CC=1. Product: [C:9]([O:13][C:14]([N:16]1[CH2:17][C:18]([O:22][S:30]([C:33]([F:36])([F:35])[F:34])(=[O:32])=[O:31])=[CH:19][CH2:20][CH2:21]1)=[O:15])([CH3:12])([CH3:10])[CH3:11].[C:9]([O:13][C:14]([N:16]1[CH:17]=[C:18]([O:22][S:37]([C:40]([F:41])([F:42])[F:43])(=[O:38])=[O:39])[CH2:19][CH2:20][CH2:21]1)=[O:15])([CH3:12])([CH3:10])[CH3:11]. The catalyst class is: 7. (6) Reactant: CCC([O-])(C)C.[K+].Cl[C:9]1[C:14]([CH2:15][N:16]([CH3:27])[CH:17]([CH3:26])[CH:18]([C:20]2[S:21][CH:22]=[C:23]([CH3:25])[N:24]=2)[OH:19])=[CH:13][CH:12]=[C:11]([Cl:28])[N:10]=1. Product: [Cl:28][C:11]1[CH:12]=[CH:13][C:14]2[CH2:15][N:16]([CH3:27])[CH:17]([CH3:26])[CH:18]([C:20]3[S:21][CH:22]=[C:23]([CH3:25])[N:24]=3)[O:19][C:9]=2[N:10]=1. The catalyst class is: 11.